Dataset: Catalyst prediction with 721,799 reactions and 888 catalyst types from USPTO. Task: Predict which catalyst facilitates the given reaction. (1) Reactant: [Br:1][C:2]1[C:3]([C:9]([CH3:17])([CH3:16])[O:10][SiH2:11][C:12]([CH3:15])([CH3:14])[CH3:13])=[C:4]([NH2:8])[CH:5]=[CH:6][CH:7]=1.N1C=CC=CC=1.[CH:24]1([C:27]2[CH:35]=[CH:34][C:30]([C:31](Cl)=[O:32])=[C:29]([CH3:36])[CH:28]=2)[CH2:26][CH2:25]1. Product: [Br:1][C:2]1[C:3]([C:9]([CH3:17])([CH3:16])[O:10][SiH2:11][C:12]([CH3:15])([CH3:14])[CH3:13])=[C:4]([NH:8][C:31](=[O:32])[C:30]2[CH:34]=[CH:35][C:27]([CH:24]3[CH2:26][CH2:25]3)=[CH:28][C:29]=2[CH3:36])[CH:5]=[CH:6][CH:7]=1. The catalyst class is: 345. (2) The catalyst class is: 16. Product: [Cl:1][C:2]1[C:3]([C:16]2[CH:21]=[CH:20][CH:19]=[C:18]([NH:30][CH2:29][CH:23]3[CH2:28][CH2:27][CH2:26][CH2:25][CH2:24]3)[N:17]=2)=[N:4][C:5]([NH:8][C@H:9]2[CH2:14][CH2:13][C@H:12]([NH2:15])[CH2:11][CH2:10]2)=[N:6][CH:7]=1. Reactant: [Cl:1][C:2]1[C:3]([C:16]2[CH:21]=[CH:20][CH:19]=[C:18](F)[N:17]=2)=[N:4][C:5]([NH:8][C@H:9]2[CH2:14][CH2:13][C@H:12]([NH2:15])[CH2:11][CH2:10]2)=[N:6][CH:7]=1.[CH:23]1([CH2:29][NH2:30])[CH2:28][CH2:27][CH2:26][CH2:25][CH2:24]1. (3) Reactant: Cl[C:2]1[N:9]=[C:8]([CH3:10])[CH:7]=[CH:6][C:3]=1[C:4]#[N:5].[NH2:11][C:12]1[CH:17]=[CH:16][CH:15]=[CH:14][C:13]=1B1OC(C)(C)C(C)(C)O1.C(=O)([O-])[O-].[K+].[K+].O1CCOCC1. Product: [CH3:10][C:8]1[CH:7]=[CH:6][C:3]2[C:4]([NH2:5])=[N:11][C:12]3[CH:17]=[CH:16][CH:15]=[CH:14][C:13]=3[C:2]=2[N:9]=1. The catalyst class is: 84. (4) Reactant: [CH3:1][O:2][C:3]1[C:12]([NH:13][C:14]([O:16][CH2:17][CH:18]=[CH2:19])=[O:15])=[CH:11][CH:10]=[CH:9][C:4]=1[C:5]([O:7]C)=O.[Li+].C[Si]([N-][Si](C)(C)C)(C)C.[Cl:30][C:31]1[N:36]=[C:35]([CH3:37])[CH:34]=[CH:33][N:32]=1. Product: [Cl:30][C:31]1[N:36]=[C:35]([CH2:37][C:5]([C:4]2[C:3]([O:2][CH3:1])=[C:12]([NH:13][C:14](=[O:15])[O:16][CH2:17][CH:18]=[CH2:19])[CH:11]=[CH:10][CH:9]=2)=[O:7])[CH:34]=[CH:33][N:32]=1. The catalyst class is: 1. (5) The catalyst class is: 9. Reactant: C(O)(=O)C.[F:5][C:6]1[CH:15]=[C:14]2[C:9]([N:10]=[CH:11][C:12](=[O:20])[N:13]2[CH2:16][CH2:17][CH:18]=O)=[CH:8][CH:7]=1.[NH2:21][C@H:22]1[CH2:26][N:25]([C:27]2[CH:28]=[CH:29][C:30]3[O:31][CH2:32][C:33](=[O:37])[NH:34][C:35]=3[N:36]=2)[C:24](=[O:38])[CH2:23]1.C(OC(=O)N[C@@H]1CC(=O)NC1)(C)(C)C.C(O[BH-](OC(=O)C)OC(=O)C)(=O)C.[Na+].C(=O)([O-])O.[Na+]. Product: [F:5][C:6]1[CH:15]=[C:14]2[C:9]([N:10]=[CH:11][C:12](=[O:20])[N:13]2[CH2:16][CH2:17][CH2:18][NH:21][C@H:22]2[CH2:26][N:25]([C:27]3[CH:28]=[CH:29][C:30]4[O:31][CH2:32][C:33](=[O:37])[NH:34][C:35]=4[N:36]=3)[C:24](=[O:38])[CH2:23]2)=[CH:8][CH:7]=1. (6) Reactant: C(OC([NH:11][C:12]1[C:13]([C:25]([NH:27][C:28]2[CH:29]=[N:30][CH:31]=[CH:32][C:33]=2[N:34]2[CH2:39][CH2:38][CH2:37][C@H:36]([NH:40]C(=O)OCC3C=CC=CC=3)[CH2:35]2)=[O:26])=[N:14][C:15]2[C:20]([CH:21]=1)=[CH:19][CH:18]=[C:17]([CH2:22][C:23]#[N:24])[CH:16]=2)=O)C1C=CC=CC=1. Product: [NH2:11][C:12]1[C:13]([C:25]([NH:27][C:28]2[CH:29]=[N:30][CH:31]=[CH:32][C:33]=2[N:34]2[CH2:39][CH2:38][CH2:37][C@H:36]([NH2:40])[CH2:35]2)=[O:26])=[N:14][C:15]2[C:20]([CH:21]=1)=[CH:19][CH:18]=[C:17]([CH2:22][C:23]#[N:24])[CH:16]=2. The catalyst class is: 19. (7) Reactant: Br[CH:2]([CH2:7][C:8]1[CH:13]=[CH:12][C:11]([O:14][CH2:15][CH2:16][C:17]2[CH:22]=[CH:21][C:20]([CH2:23][CH3:24])=[CH:19][N:18]=2)=[CH:10][CH:9]=1)[C:3](OC)=[O:4].[NH2:25][C:26]([NH2:28])=[S:27].C([O-])(=O)C.[Na+]. Product: [CH2:23]([C:20]1[CH:21]=[CH:22][C:17]([CH2:16][CH2:15][O:14][C:11]2[CH:12]=[CH:13][C:8]([CH2:7][CH:2]3[S:27][C:26](=[NH:25])[NH:28][C:3]3=[O:4])=[CH:9][CH:10]=2)=[N:18][CH:19]=1)[CH3:24]. The catalyst class is: 8. (8) Reactant: [Br:1][C:2]1[CH:3]=[CH:4][C:5]([CH2:15][CH2:16][C:17]2[CH:22]=[CH:21][CH:20]=[CH:19][CH:18]=2)=[C:6]([C:8]2[O:9][CH2:10][C:11]([CH3:14])([CH3:13])[N:12]=2)[CH:7]=1.CC(C[AlH]CC(C)C)C.Cl. Product: [Br:1][C:2]1[CH:3]=[CH:4][C:5]([CH2:15][CH2:16][C:17]2[CH:18]=[CH:19][CH:20]=[CH:21][CH:22]=2)=[C:6]([CH:7]=1)[CH2:8][NH:12][C:11]([CH3:14])([CH3:13])[CH2:10][OH:9]. The catalyst class is: 27. (9) Reactant: [C:1](Cl)(=O)[C:2]([Cl:4])=[O:3].[F:7][C:8]1[CH:9]=C[C:11]([N+:17]([O-:19])=[O:18])=[C:12]([CH:16]=1)C(O)=O. Product: [F:7][C:8]1[CH:16]=[CH:12][C:11]([N+:17]([O-:19])=[O:18])=[C:1]([C:2]([Cl:4])=[O:3])[CH:9]=1. The catalyst class is: 118. (10) Reactant: [CH2:1]([O:3][C:4]([C:6]1[N:7]([C:17]2[CH:22]=[CH:21][C:20]([O:23][CH:24]([CH3:26])[CH3:25])=[CH:19][CH:18]=2)[C:8]2[C:13]([C:14]=1Cl)=[CH:12][C:11](Br)=[CH:10][CH:9]=2)=[O:5])[CH3:2].[O-]P([O-])([O-])=O.[K+].[K+].[K+].C1(C2C=CC=CC=2)C=CC=CC=1P(C(C)(C)C)C(C)(C)C.[Cl:56][C:57]1[CH:62]=[CH:61][C:60](B(O)O)=[CH:59][CH:58]=1. Product: [CH2:1]([O:3][C:4]([C:6]1[N:7]([C:17]2[CH:22]=[CH:21][C:20]([O:23][CH:24]([CH3:26])[CH3:25])=[CH:19][CH:18]=2)[C:8]2[C:13]([CH:14]=1)=[CH:12][C:11]([C:60]1[CH:61]=[CH:62][C:57]([Cl:56])=[CH:58][CH:59]=1)=[CH:10][CH:9]=2)=[O:5])[CH3:2]. The catalyst class is: 222.